Dataset: Reaction yield outcomes from USPTO patents with 853,638 reactions. Task: Predict the reaction yield, written as a fraction of the theoretical maximum amount of product (1.0 means a 100% yield; for example, 0.34 means a 34% yield). (1) The reactants are Br[C:2]1[CH:26]=[CH:25][C:5]([O:6][CH2:7][C@H:8]([OH:24])[CH2:9][NH:10][C:11]([CH3:23])([CH3:22])[CH2:12][CH:13]2[CH2:21][C:20]3[C:15](=[CH:16][CH:17]=[CH:18][CH:19]=3)[CH2:14]2)=[C:4]([F:27])[C:3]=1[F:28].C(#N)CC.CC1C(P(C2C(C)=CC=CC=2)C2C(C)=CC=CC=2)=CC=CC=1.[C:55]([O:59][CH2:60][CH3:61])(=[O:58])[CH:56]=[CH2:57]. The catalyst is CC([O-])=O.CC([O-])=O.[Pd+2].C(N(CC)CC)C. The product is [CH2:60]([O:59][C:55](=[O:58])/[CH:56]=[CH:57]/[C:2]1[CH:26]=[CH:25][C:5]([O:6][CH2:7][C@H:8]([OH:24])[CH2:9][NH:10][C:11]([CH3:23])([CH3:22])[CH2:12][CH:13]2[CH2:21][C:20]3[C:15](=[CH:16][CH:17]=[CH:18][CH:19]=3)[CH2:14]2)=[C:4]([F:27])[C:3]=1[F:28])[CH3:61]. The yield is 0.750. (2) The reactants are [C:1]([C:4]1[CH:8]=[C:7]([C:9]([O:11][CH2:12][CH3:13])=[O:10])[NH:6][N:5]=1)(=[O:3])[CH3:2].[Cl:14][C:15]1[CH:16]=[CH:17][C:18]([CH3:24])=[C:19](B(O)O)[CH:20]=1.N1C=CC=CC=1. The product is [C:1]([C:4]1[CH:8]=[C:7]([C:9]([O:11][CH2:12][CH3:13])=[O:10])[N:6]([C:17]2[CH:16]=[C:15]([Cl:14])[CH:20]=[CH:19][C:18]=2[CH3:24])[N:5]=1)(=[O:3])[CH3:2]. The yield is 0.430. The catalyst is C(Cl)Cl.C([O-])(=O)C.[Cu+2].C([O-])(=O)C. (3) The reactants are [Cl:1][C:2]1[CH:7]=[CH:6][C:5]([NH2:8])=[C:4]([C:9]2[CH2:13][CH2:12][N:11]([C:14]3[CH:19]=[CH:18][CH:17]=[CH:16][CH:15]=3)[N:10]=2)[CH:3]=1.[F:20][C:21]([F:34])([F:33])[S:22](O[S:22]([C:21]([F:34])([F:33])[F:20])(=[O:24])=[O:23])(=[O:24])=[O:23]. The catalyst is C(Cl)Cl. The product is [Cl:1][C:2]1[CH:7]=[CH:6][C:5]([NH:8][S:22]([C:21]([F:34])([F:33])[F:20])(=[O:24])=[O:23])=[C:4]([C:9]2[CH2:13][CH2:12][N:11]([C:14]3[CH:15]=[CH:16][CH:17]=[CH:18][CH:19]=3)[N:10]=2)[CH:3]=1. The yield is 0.720. (4) The reactants are NCC1C=NC=CC=1.C(I)CCCC.[N:15]1[CH:20]=[CH:19][CH:18]=[C:17]([CH2:21][NH:22][CH2:23][CH2:24][CH2:25][CH2:26][CH3:27])[CH:16]=1.Cl[C:29]([O:31][CH3:32])=[O:30]. No catalyst specified. The product is [CH2:23]([N:22]([CH2:21][C:17]1[CH:16]=[N:15][CH:20]=[CH:19][CH:18]=1)[C:29](=[O:30])[O:31][CH3:32])[CH2:24][CH2:25][CH2:26][CH3:27]. The yield is 0.750. (5) The reactants are C([O:3][C:4]([C:6]1[C:7]([C:11]2[CH:16]=[CH:15][C:14]([Cl:17])=[CH:13][CH:12]=2)=[N:8][O:9][CH:10]=1)=[O:5])C.C(OC(C1C(C2C=CC(F)=CC=2)=NOC=1)=O)C. No catalyst specified. The product is [Cl:17][C:14]1[CH:13]=[CH:12][C:11]([C:7]2[C:6]([C:4]([OH:5])=[O:3])=[CH:10][O:9][N:8]=2)=[CH:16][CH:15]=1. The yield is 0.920.